Task: Predict the reactants needed to synthesize the given product.. Dataset: Full USPTO retrosynthesis dataset with 1.9M reactions from patents (1976-2016) (1) Given the product [NH2:27][C:28]1[N:29]=[CH:30][C:31]([C:2]2[C:3]3[CH:25]=[C:24]([Cl:26])[CH:23]=[CH:22][C:4]=3[N:5]([CH3:21])[C:6](=[O:20])[CH:7]([CH2:9][C:10]3[CH:19]=[CH:18][C:17]4[C:12](=[CH:13][CH:14]=[CH:15][CH:16]=4)[CH:11]=3)[N:8]=2)=[CH:32][CH:33]=1, predict the reactants needed to synthesize it. The reactants are: Cl[C:2]1[C:3]2[CH:25]=[C:24]([Cl:26])[CH:23]=[CH:22][C:4]=2[N:5]([CH3:21])[C:6](=[O:20])[CH:7]([CH2:9][C:10]2[CH:19]=[CH:18][C:17]3[C:12](=[CH:13][CH:14]=[CH:15][CH:16]=3)[CH:11]=2)[N:8]=1.[NH2:27][C:28]1[CH:33]=[CH:32][C:31](B2OC(C)(C)C(C)(C)O2)=[CH:30][N:29]=1.[Cl-].[Li+].O.[OH-].[Cs+]. (2) Given the product [CH3:1][O:2][C:3](=[O:21])[CH2:4][C:5]1[C:10]([Cl:11])=[CH:9][C:8]([N:12]2[C:13]3=[N:14][CH:15]=[CH:16][CH:17]=[C:18]3[N:19]=[CH:22]2)=[CH:7][C:6]=1[Cl:20], predict the reactants needed to synthesize it. The reactants are: [CH3:1][O:2][C:3](=[O:21])[CH2:4][C:5]1[C:10]([Cl:11])=[CH:9][C:8]([NH:12][C:13]2[C:18]([NH2:19])=[CH:17][CH:16]=[CH:15][N:14]=2)=[CH:7][C:6]=1[Cl:20].[CH:22](OCC)(OCC)OCC. (3) Given the product [NH:1]1[C:5]2[CH:6]=[CH:7][CH:8]=[CH:9][C:4]=2[N:3]=[C:2]1[CH2:10][N:11]([CH2:22][C:23]1[CH:30]=[CH:29][C:26]([CH2:27][N:31]2[CH2:36][CH2:35][CH2:34][CH2:33][CH2:32]2)=[CH:25][CH:24]=1)[CH:12]1[C:21]2[N:20]=[CH:19][CH:18]=[CH:17][C:16]=2[CH2:15][CH2:14][CH2:13]1, predict the reactants needed to synthesize it. The reactants are: [NH:1]1[C:5]2[CH:6]=[CH:7][CH:8]=[CH:9][C:4]=2[N:3]=[C:2]1[CH2:10][N:11]([CH2:22][C:23]1[CH:30]=[CH:29][C:26]([CH:27]=O)=[CH:25][CH:24]=1)[CH:12]1[C:21]2[N:20]=[CH:19][CH:18]=[CH:17][C:16]=2[CH2:15][CH2:14][CH2:13]1.[NH:31]1[CH2:36][CH2:35][CH2:34][CH2:33][CH2:32]1.C([BH3-])#N.[Na+]. (4) The reactants are: [Cl:1][C:2]1[N:3]=[CH:4][C:5]([F:16])=[C:6]2[C:10]=1[NH:9][CH:8]=[C:7]2[C:11](=[O:15])[C:12]([O-:14])=O.[K+].[C:18]([N:26]1[CH2:31][CH2:30][NH:29][C@H:28]([CH3:32])[CH2:27]1)(=[O:25])[C:19]1[CH:24]=[CH:23][CH:22]=[CH:21][CH:20]=1.CCOP(ON1N=NC2C=CC=CC=2C1=O)(OCC)=O. Given the product [C:18]([N:26]1[CH2:31][CH2:30][N:29]([C:12](=[O:14])[C:11]([C:7]2[C:6]3[C:10](=[C:2]([Cl:1])[N:3]=[CH:4][C:5]=3[F:16])[NH:9][CH:8]=2)=[O:15])[C@H:28]([CH3:32])[CH2:27]1)(=[O:25])[C:19]1[CH:20]=[CH:21][CH:22]=[CH:23][CH:24]=1, predict the reactants needed to synthesize it. (5) Given the product [CH2:7]([C@H:8]([NH:27][CH:28]=[O:30])[CH2:9][NH:10][C:11]1[C:12]2[CH:26]=[CH:25][N:24]=[CH:23][C:13]=2[N:14]=[C:15]([C:17]2[CH:22]=[CH:21][N:20]=[CH:19][CH:18]=2)[N:16]=1)[C:1]1[CH:6]=[CH:5][CH:4]=[CH:3][CH:2]=1, predict the reactants needed to synthesize it. The reactants are: [C:1]1([CH2:7][C@H:8]([NH2:27])[CH2:9][NH:10][C:11]2[C:12]3[CH:26]=[CH:25][N:24]=[CH:23][C:13]=3[N:14]=[C:15]([C:17]3[CH:22]=[CH:21][N:20]=[CH:19][CH:18]=3)[N:16]=2)[CH:6]=[CH:5][CH:4]=[CH:3][CH:2]=1.[CH2:28]([O:30]C=O)C. (6) Given the product [Cl:14][C:4]1[N:3]=[C:2]([NH:15][C:16]2[NH:17][N:18]=[C:19]([CH3:21])[CH:20]=2)[CH:7]=[C:6]([N:8]2[CH2:12][CH2:11][C@H:10]([F:13])[CH2:9]2)[CH:5]=1, predict the reactants needed to synthesize it. The reactants are: Cl[C:2]1[CH:7]=[C:6]([N:8]2[CH2:12][CH2:11][C@H:10]([F:13])[CH2:9]2)[CH:5]=[C:4]([Cl:14])[N:3]=1.[NH2:15][C:16]1[CH:20]=[C:19]([CH3:21])[N:18](C(OC(C)(C)C)=O)[N:17]=1.CC1(C)C2C(=C(P(C3C=CC=CC=3)C3C=CC=CC=3)C=CC=2)OC2C(P(C3C=CC=CC=3)C3C=CC=CC=3)=CC=CC1=2.C(=O)([O-])[O-].[Na+].[Na+]. (7) Given the product [Cl:15][C:16]1[CH:17]=[N:4][C:3]([C:2]([F:7])([F:6])[F:1])=[N:5][CH:21]=1, predict the reactants needed to synthesize it. The reactants are: [F:1][C:2]([F:7])([F:6])[C:3]([NH2:5])=[NH:4].F[P-](F)(F)(F)(F)F.[Cl:15]/[C:16](=[CH:21]\N(C)C)/[CH:17]=[N+](C)C.C(N(CC)CC)C.